Dataset: Reaction yield outcomes from USPTO patents with 853,638 reactions. Task: Predict the reaction yield, written as a fraction of the theoretical maximum amount of product (1.0 means a 100% yield; for example, 0.34 means a 34% yield). The reactants are [Si:1]([O:18][CH2:19][C@H:20]1[C@@H:24]([OH:25])[CH:23]=[CH:22][CH2:21]1)([C:14]([CH3:17])([CH3:16])[CH3:15])([C:8]1[CH:13]=[CH:12][CH:11]=[CH:10][CH:9]=1)[C:2]1[CH:7]=[CH:6][CH:5]=[CH:4][CH:3]=1.[Cr](O[Cr]([O-])(=O)=O)([O-])(=O)=O.[NH+]1C=CC=CC=1.[NH+]1C=CC=CC=1. The catalyst is C(Cl)Cl. The product is [Si:1]([O:18][CH2:19][C@H:20]1[C:24](=[O:25])[CH:23]=[CH:22][CH2:21]1)([C:14]([CH3:17])([CH3:15])[CH3:16])([C:8]1[CH:13]=[CH:12][CH:11]=[CH:10][CH:9]=1)[C:2]1[CH:3]=[CH:4][CH:5]=[CH:6][CH:7]=1. The yield is 0.790.